From a dataset of Full USPTO retrosynthesis dataset with 1.9M reactions from patents (1976-2016). Predict the reactants needed to synthesize the given product. (1) Given the product [NH2:19][C:14]1[CH:15]=[N:16][C:17]2[C:12]([C:13]=1[NH:22][CH2:23][CH2:24][CH2:25][NH:26][C:27](=[O:33])[O:28][C:29]([CH3:31])([CH3:30])[CH3:32])=[CH:11][CH:10]=[C:9]([O:8][CH2:1][C:2]1[CH:3]=[CH:4][CH:5]=[CH:6][CH:7]=1)[CH:18]=2, predict the reactants needed to synthesize it. The reactants are: [CH2:1]([O:8][C:9]1[CH:18]=[C:17]2[C:12]([C:13]([NH:22][CH2:23][CH2:24][CH2:25][NH:26][C:27](=[O:33])[O:28][C:29]([CH3:32])([CH3:31])[CH3:30])=[C:14]([N+:19]([O-])=O)[CH:15]=[N:16]2)=[CH:11][CH:10]=1)[C:2]1[CH:7]=[CH:6][CH:5]=[CH:4][CH:3]=1. (2) Given the product [Br:1][C:2]1[N:7]=[C:6]2[N:8]([CH:12]([CH2:15][CH3:16])[CH2:13][CH3:14])[C:9](=[O:11])[N:10]([C:29]([O:28][C:25]([CH3:27])([CH3:26])[CH3:24])=[O:30])[C:5]2=[N:4][CH:3]=1, predict the reactants needed to synthesize it. The reactants are: [Br:1][C:2]1[N:7]=[C:6]2[N:8]([CH:12]([CH2:15][CH3:16])[CH2:13][CH3:14])[C:9]([OH:11])=[N:10][C:5]2=[N:4][CH:3]=1.C(N(CC)CC)C.[CH3:24][C:25]([O:28][C:29](O[C:29]([O:28][C:25]([CH3:27])([CH3:26])[CH3:24])=[O:30])=[O:30])([CH3:27])[CH3:26]. (3) Given the product [C:5]1([NH:11][C:12]([NH:4][CH2:1][C:2]#[CH:3])=[O:13])[CH:10]=[CH:9][CH:8]=[CH:7][CH:6]=1, predict the reactants needed to synthesize it. The reactants are: [CH2:1]([NH2:4])[C:2]#[CH:3].[C:5]1([N:11]=[C:12]=[O:13])[CH:10]=[CH:9][CH:8]=[CH:7][CH:6]=1.